This data is from Forward reaction prediction with 1.9M reactions from USPTO patents (1976-2016). The task is: Predict the product of the given reaction. (1) Given the reactants [Br:1][C:2]1[CH:11]=[CH:10][C:9]([OH:12])=[CH:8][C:3]=1[C:4]([O:6][CH3:7])=[O:5].[C:13](OC(=O)C)(=[O:15])[CH3:14], predict the reaction product. The product is: [C:13]([O:12][C:9]1[CH:10]=[CH:11][C:2]([Br:1])=[C:3]([CH:8]=1)[C:4]([O:6][CH3:7])=[O:5])(=[O:15])[CH3:14]. (2) The product is: [CH3:49][O:48][CH2:47][C:46]([NH:50][C:28]([C:25]1[C:24]2[CH:33]=[C:20]([CH2:19][OH:18])[C:21]([N:35]3[CH2:36][C@H:37]([CH3:42])[O:38][C@H:39]([CH3:41])[CH2:40]3)=[C:22]([F:34])[C:23]=2[O:27][N:26]=1)=[O:29])([CH2:51][O:52][CH3:53])[CH2:45][O:44][CH3:43]. Given the reactants [Si]([O:18][CH2:19][C:20]1[C:21]([N:35]2[CH2:40][C@H:39]([CH3:41])[O:38][C@H:37]([CH3:42])[CH2:36]2)=[C:22]([F:34])[C:23]2[O:27][N:26]=[C:25]([C:28](OCC)=[O:29])[C:24]=2[CH:33]=1)(C(C)(C)C)(C1C=CC=CC=1)C1C=CC=CC=1.[CH3:43][O:44][CH2:45][C:46]([CH2:51][O:52][CH3:53])([NH2:50])[CH2:47][O:48][CH3:49], predict the reaction product. (3) Given the reactants [N:1]1[C:10]2[C:5](=[CH:6][C:7](C(O)=O)=[CH:8][CH:9]=2)[CH:4]=[N:3][CH:2]=1.[O:14]([C:21]1[CH:22]=C([CH:26]=[CH:27][CH:28]=1)CN)[C:15]1[CH:20]=[CH:19][CH:18]=[CH:17][CH:16]=1.F[P-](F)(F)(F)(F)F.N1([O:45][P+](N(C)C)(N(C)C)N(C)C)C2C=CC=CC=2N=N1.C([N:58]([CH2:61][CH3:62])[CH2:59]C)C, predict the reaction product. The product is: [O:14]([C:21]1[CH:22]=[C:62]([CH:26]=[CH:27][CH:28]=1)[CH2:61][NH:58][C:59]([C:2]1[N:3]=[CH:4][C:5]2[C:10](=[CH:9][CH:8]=[CH:7][CH:6]=2)[N:1]=1)=[O:45])[C:15]1[CH:20]=[CH:19][CH:18]=[CH:17][CH:16]=1.